This data is from Catalyst prediction with 721,799 reactions and 888 catalyst types from USPTO. The task is: Predict which catalyst facilitates the given reaction. (1) Reactant: [NH2:1][C:2]1[N:7]=[C:6]([C:8]([O:10][CH3:11])=[O:9])[CH:5]=[CH:4][CH:3]=1.[Br:12]Br. Product: [NH2:1][C:2]1[N:7]=[C:6]([C:8]([O:10][CH3:11])=[O:9])[CH:5]=[CH:4][C:3]=1[Br:12]. The catalyst class is: 22. (2) The catalyst class is: 2. Product: [C:1]1([S:7]([C:10]2[CH:19]=[C:18]3[C:13]([CH2:14][CH2:15][CH:16]([CH2:20][NH:21][C:23]([C@H:25]([O:27][C:28](=[O:30])[CH3:29])[CH3:26])=[O:24])[O:17]3)=[CH:12][CH:11]=2)(=[O:9])=[O:8])[CH:2]=[CH:3][CH:4]=[CH:5][CH:6]=1. Reactant: [C:1]1([S:7]([C:10]2[CH:19]=[C:18]3[C:13]([CH2:14][CH2:15][C@H:16]([CH2:20][NH2:21])[O:17]3)=[CH:12][CH:11]=2)(=[O:9])=[O:8])[CH:6]=[CH:5][CH:4]=[CH:3][CH:2]=1.Cl[C:23]([C@H:25]([O:27][C:28](=[O:30])[CH3:29])[CH3:26])=[O:24]. (3) Reactant: [NH2:1][C:2]1[CH:7]=[CH:6][CH:5]=[CH:4][CH:3]=1.C(=O)(O)[O-].[Na+].[C:13]1([S:19](Cl)(=[O:21])=[O:20])[CH:18]=[CH:17][CH:16]=[CH:15][CH:14]=1. Product: [C:2]1([NH:1][S:19]([C:13]2[CH:18]=[CH:17][CH:16]=[CH:15][CH:14]=2)(=[O:21])=[O:20])[CH:7]=[CH:6][CH:5]=[CH:4][CH:3]=1. The catalyst class is: 6.